This data is from Reaction yield outcomes from USPTO patents with 853,638 reactions. The task is: Predict the reaction yield, written as a fraction of the theoretical maximum amount of product (1.0 means a 100% yield; for example, 0.34 means a 34% yield). (1) The reactants are C[O:2][CH:3](OC)[CH2:4][NH:5][C:6](=[O:21])[C:7]([NH:10][C:11](=[O:20])[O:12][CH2:13][C:14]1[CH:19]=[CH:18][CH:17]=[CH:16][CH:15]=1)([CH3:9])[CH3:8].Cl.C(OCC)(=O)C. The catalyst is C1COCC1. The product is [CH3:9][C:7]([NH:10][C:11](=[O:20])[O:12][CH2:13][C:14]1[CH:19]=[CH:18][CH:17]=[CH:16][CH:15]=1)([CH3:8])[C:6](=[O:21])[NH:5][CH2:4][CH:3]=[O:2]. The yield is 1.00. (2) The reactants are [S:1]1[CH:5]=[CH:4][CH:3]=[C:2]1[C:6](Cl)=[O:7].[CH2:9]([O:11][C:12]([C:14]1[C:15](=[O:37])[N:16]([CH2:30][C:31]2[CH:36]=[CH:35][CH:34]=[CH:33][CH:32]=2)[C:17]2[C:22]([C:23]=1[N:24]1[CH2:29][CH2:28][NH:27][CH2:26][CH2:25]1)=[CH:21][CH:20]=[CH:19][N:18]=2)=[O:13])[CH3:10]. The catalyst is N1C=CC=CC=1. The product is [CH2:9]([O:11][C:12]([C:14]1[C:15](=[O:37])[N:16]([CH2:30][C:31]2[CH:32]=[CH:33][CH:34]=[CH:35][CH:36]=2)[C:17]2[C:22]([C:23]=1[N:24]1[CH2:25][CH2:26][N:27]([C:6]([C:2]3[S:1][CH:5]=[CH:4][CH:3]=3)=[O:7])[CH2:28][CH2:29]1)=[CH:21][CH:20]=[CH:19][N:18]=2)=[O:13])[CH3:10]. The yield is 0.510. (3) The reactants are [Cl:1][C:2]1[C:10]2[C:9]3[CH2:11][N:12]([CH2:22][C:23]([F:26])([F:25])[F:24])[C:13](=[O:21])[C@H:14]([CH2:16][C:17]([O:19]C)=[O:18])[CH2:15][C:8]=3[CH:7]=[C:6]([Cl:27])[C:5]=2[NH:4][N:3]=1.O.O.[OH-].[Li+]. The catalyst is O1CCCC1.CO. The product is [Cl:1][C:2]1[C:10]2[C:9]3[CH2:11][N:12]([CH2:22][C:23]([F:24])([F:25])[F:26])[C:13](=[O:21])[C@H:14]([CH2:16][C:17]([OH:19])=[O:18])[CH2:15][C:8]=3[CH:7]=[C:6]([Cl:27])[C:5]=2[NH:4][N:3]=1. The yield is 0.940. (4) The reactants are [OH:1][C:2]1[C:14]2[C:13]3[C:8](=[CH:9][CH:10]=[CH:11][CH:12]=3)[NH:7][C:6]=2[CH:5]=[CH:4][CH:3]=1.C([O-])([O-])=O.[K+].[K+].[CH2:21]([C@H:23]1[O:25][CH2:24]1)Cl.CCCCCC. The catalyst is CC(O)C.CCOC(C)=O. The product is [O:25]1[CH2:24][C@@H:23]1[CH2:21][O:1][C:2]1[C:14]2[C:13]3[C:8](=[CH:9][CH:10]=[CH:11][CH:12]=3)[NH:7][C:6]=2[CH:5]=[CH:4][CH:3]=1. The yield is 0.500. (5) The reactants are CC([O-])(C)C.[K+].[C:7]([CH2:9][C:10]([NH2:12])=[O:11])#[N:8].[CH3:13][C:14](=O)[CH:15]=[CH:16][CH2:17][CH3:18].O=O.Cl. The catalyst is CS(C)=O.O. The product is [CH2:17]([C:16]1[CH:15]=[C:14]([CH3:13])[NH:12][C:10](=[O:11])[C:9]=1[C:7]#[N:8])[CH3:18]. The yield is 0.310. (6) The reactants are S(Cl)(Cl)=O.[NH:5]1[C:9]([CH2:10][CH2:11][C:12]([OH:14])=[O:13])=[CH:8][N:7]=[CH:6]1.[CH3:15]O. No catalyst specified. The product is [NH:5]1[C:9]([CH2:10][CH2:11][C:12]([O:14][CH3:15])=[O:13])=[CH:8][N:7]=[CH:6]1. The yield is 1.00.